Dataset: Catalyst prediction with 721,799 reactions and 888 catalyst types from USPTO. Task: Predict which catalyst facilitates the given reaction. (1) Reactant: [C:1]([Si:5]([CH3:41])([CH3:40])[O:6][CH:7]1[CH2:25][CH:24]2[N:9]([C:10](=[O:39])[N:11]([CH2:30][C:31]3[CH:36]=[CH:35][C:34]([O:37][CH3:38])=[CH:33][CH:32]=3)[CH2:12][CH2:13][CH2:14][CH2:15][CH2:16][CH:17]=[CH:18][CH:19]3[C:21]([C:27]([OH:29])=O)([NH:22][C:23]2=[O:26])[CH2:20]3)[CH2:8]1)([CH3:4])([CH3:3])[CH3:2].C1N=CN(C(N2C=NC=C2)=O)C=1.[CH:54]1([S:57]([NH2:60])(=[O:59])=[O:58])[CH2:56][CH2:55]1.C1CCN2C(=NCCC2)CC1. Product: [C:1]([Si:5]([CH3:41])([CH3:40])[O:6][CH:7]1[CH2:25][CH:24]2[N:9]([C:10](=[O:39])[N:11]([CH2:30][C:31]3[CH:36]=[CH:35][C:34]([O:37][CH3:38])=[CH:33][CH:32]=3)[CH2:12][CH2:13][CH2:14][CH2:15][CH2:16][CH:17]=[CH:18][CH:19]3[C:21]([C:27]([NH:60][S:57]([CH:54]4[CH2:56][CH2:55]4)(=[O:59])=[O:58])=[O:29])([NH:22][C:23]2=[O:26])[CH2:20]3)[CH2:8]1)([CH3:4])([CH3:2])[CH3:3]. The catalyst class is: 1. (2) Reactant: [NH2:1][C:2]1[C:3]2[C:10]([CH3:11])=[CH:9][N:8]([C@@H:12]3[O:16][C@H:15]([CH2:17][OH:18])[C@@H:14]([Si:19]([C:22]([CH3:25])([CH3:24])[CH3:23])([CH3:21])[CH3:20])[CH2:13]3)[C:4]=2[N:5]=[CH:6][N:7]=1. Product: [NH2:1][C:2]1[C:3]2[C:10]([CH3:11])=[CH:9][N:8]([C@@H:12]3[O:16][C@H:15]([CH:17]=[O:18])[C@@H:14]([Si:19]([C:22]([CH3:25])([CH3:24])[CH3:23])([CH3:21])[CH3:20])[CH2:13]3)[C:4]=2[N:5]=[CH:6][N:7]=1. The catalyst class is: 10. (3) Reactant: [H-].C([Al+]CC(C)C)C(C)C.[CH2:11]([O:18][C@@H:19]([C@@H:45]1[NH:50][C@@H:49]([CH3:51])[C:48](=[O:52])[O:47][CH2:46]1)[C@@H:20]([N:30]([CH2:38][C:39]1[CH:44]=[CH:43][CH:42]=[CH:41][CH:40]=1)[CH2:31][C:32]1[CH:37]=[CH:36][CH:35]=[CH:34][CH:33]=1)[CH2:21][C:22]1[CH:27]=[C:26]([F:28])[CH:25]=[C:24]([F:29])[CH:23]=1)[C:12]1[CH:17]=[CH:16][CH:15]=[CH:14][CH:13]=1. Product: [CH2:11]([O:18][C@@H:19]([C@@H:45]1[NH:50][C@@H:49]([CH3:51])[CH:48]([OH:52])[O:47][CH2:46]1)[C@@H:20]([N:30]([CH2:31][C:32]1[CH:33]=[CH:34][CH:35]=[CH:36][CH:37]=1)[CH2:38][C:39]1[CH:44]=[CH:43][CH:42]=[CH:41][CH:40]=1)[CH2:21][C:22]1[CH:23]=[C:24]([F:29])[CH:25]=[C:26]([F:28])[CH:27]=1)[C:12]1[CH:13]=[CH:14][CH:15]=[CH:16][CH:17]=1. The catalyst class is: 11.